From a dataset of NCI-60 drug combinations with 297,098 pairs across 59 cell lines. Regression. Given two drug SMILES strings and cell line genomic features, predict the synergy score measuring deviation from expected non-interaction effect. (1) Drug 1: C1=NC2=C(N1)C(=S)N=C(N2)N. Drug 2: CCN(CC)CCNC(=O)C1=C(NC(=C1C)C=C2C3=C(C=CC(=C3)F)NC2=O)C. Cell line: HS 578T. Synergy scores: CSS=2.93, Synergy_ZIP=0.151, Synergy_Bliss=-1.78, Synergy_Loewe=-8.26, Synergy_HSA=-4.56. (2) Drug 1: C1=CC(=CC=C1C#N)C(C2=CC=C(C=C2)C#N)N3C=NC=N3. Drug 2: CC(C)(C#N)C1=CC(=CC(=C1)CN2C=NC=N2)C(C)(C)C#N. Cell line: SNB-75. Synergy scores: CSS=-1.35, Synergy_ZIP=-1.60, Synergy_Bliss=-5.04, Synergy_Loewe=-3.07, Synergy_HSA=-5.09. (3) Drug 1: C1=C(C(=O)NC(=O)N1)F. Drug 2: CC1C(C(CC(O1)OC2CC(CC3=C2C(=C4C(=C3O)C(=O)C5=C(C4=O)C(=CC=C5)OC)O)(C(=O)CO)O)N)O.Cl. Cell line: MDA-MB-231. Synergy scores: CSS=38.8, Synergy_ZIP=-4.45, Synergy_Bliss=-6.61, Synergy_Loewe=-8.69, Synergy_HSA=-2.98. (4) Drug 1: C1=NNC2=C1C(=O)NC=N2. Drug 2: CC(C)CN1C=NC2=C1C3=CC=CC=C3N=C2N. Cell line: COLO 205. Synergy scores: CSS=-0.896, Synergy_ZIP=1.32, Synergy_Bliss=-1.01, Synergy_Loewe=-3.96, Synergy_HSA=-3.65. (5) Drug 1: CS(=O)(=O)C1=CC(=C(C=C1)C(=O)NC2=CC(=C(C=C2)Cl)C3=CC=CC=N3)Cl. Drug 2: C1=NC2=C(N=C(N=C2N1C3C(C(C(O3)CO)O)F)Cl)N. Cell line: A498. Synergy scores: CSS=15.8, Synergy_ZIP=2.80, Synergy_Bliss=4.41, Synergy_Loewe=-12.8, Synergy_HSA=4.71. (6) Drug 1: CC1=CC2C(CCC3(C2CCC3(C(=O)C)OC(=O)C)C)C4(C1=CC(=O)CC4)C. Drug 2: C1C(C(OC1N2C=NC3=C(N=C(N=C32)Cl)N)CO)O. Cell line: M14. Synergy scores: CSS=1.31, Synergy_ZIP=-1.77, Synergy_Bliss=3.21, Synergy_Loewe=-13.8, Synergy_HSA=-0.204.